Dataset: Reaction yield outcomes from USPTO patents with 853,638 reactions. Task: Predict the reaction yield, written as a fraction of the theoretical maximum amount of product (1.0 means a 100% yield; for example, 0.34 means a 34% yield). (1) The reactants are C(=O)([O-])[O-].[K+].[K+].[Br:7][C:8]1[CH:13]=[CH:12][C:11]([OH:14])=[C:10]([Cl:15])[CH:9]=1.Br[CH2:17][C:18]([CH3:20])=[CH2:19]. The catalyst is CN(C=O)C. The product is [Br:7][C:8]1[CH:13]=[CH:12][C:11]([O:14][CH2:19][C:18]([CH3:20])=[CH2:17])=[C:10]([Cl:15])[CH:9]=1. The yield is 0.990. (2) The reactants are [CH3:1][C:2]1[O:6][N:5]=[C:4]([C:7]2[CH:12]=[CH:11][CH:10]=[CH:9][CH:8]=2)[C:3]=1[CH2:13][O:14][C:15]1[N:20]=[CH:19][C:18]([NH2:21])=[CH:17][CH:16]=1.[C:22](Cl)(=[O:26])[CH:23]([CH3:25])[CH3:24].C(OC(C)C)(C)C. No catalyst specified. The product is [CH3:1][C:2]1[O:6][N:5]=[C:4]([C:7]2[CH:12]=[CH:11][CH:10]=[CH:9][CH:8]=2)[C:3]=1[CH2:13][O:14][C:15]1[N:20]=[CH:19][C:18]([NH:21][C:22](=[O:26])[CH:23]([CH3:25])[CH3:24])=[CH:17][CH:16]=1. The yield is 0.910. (3) The reactants are [C:1]([O:5][C:6](=[O:27])[C@H:7]([CH2:19][C:20]1[CH:25]=[CH:24][C:23]([OH:26])=[CH:22][CH:21]=1)[NH:8][C:9]1[C:13](OCC)=[N:12][S:11](=[O:18])(=[O:17])[N:10]=1)([CH3:4])([CH3:3])[CH3:2].C([O-])=O.[CH3:31][C:32]1[CH:33]=[C:34]([NH:38][C:39]([NH:41][CH2:42][CH2:43][NH2:44])=[O:40])[CH:35]=[CH:36][CH:37]=1.C(N(CC)CC)C. The catalyst is C(O)C. The product is [C:1]([O:5][C:6](=[O:27])[C@H:7]([CH2:19][C:20]1[CH:25]=[CH:24][C:23]([OH:26])=[CH:22][CH:21]=1)[NH:8][C:9]1[C:13]([NH:44][CH2:43][CH2:42][NH:41][C:39]([NH:38][C:34]2[CH:35]=[CH:36][CH:37]=[C:32]([CH3:31])[CH:33]=2)=[O:40])=[N:12][S:11](=[O:17])(=[O:18])[N:10]=1)([CH3:3])([CH3:4])[CH3:2]. The yield is 0.910. (4) The reactants are [Cu](C#N)C#N.[C:6]([Mg]Cl)([CH3:9])([CH3:8])[CH3:7].[Br:12][C:13]1[CH:14]=[CH:15][C:16](I)=[N:17][CH:18]=1. The catalyst is C1COCC1. The product is [Br:12][C:13]1[CH:14]=[CH:15][C:16]([C:6]([CH3:9])([CH3:8])[CH3:7])=[N:17][CH:18]=1. The yield is 0.500. (5) The reactants are [O:1]1[CH:5]=[CH:4][CH:3]=[C:2]1[C:6](Cl)=[O:7].[CH3:9][N:10]1[C:19]2[C:14](=[CH:15][C:16]([CH3:20])=[CH:17][CH:18]=2)[C:13]([N:21]2[CH2:26][CH2:25][NH:24][CH2:23][CH2:22]2)=[C:12]([C:27]#[N:28])[C:11]1=[O:29]. The catalyst is N1C=CC=CC=1. The product is [O:1]1[CH:5]=[CH:4][CH:3]=[C:2]1[C:6]([N:24]1[CH2:25][CH2:26][N:21]([C:13]2[C:14]3[C:19](=[CH:18][CH:17]=[C:16]([CH3:20])[CH:15]=3)[N:10]([CH3:9])[C:11](=[O:29])[C:12]=2[C:27]#[N:28])[CH2:22][CH2:23]1)=[O:7]. The yield is 0.590.